This data is from Retrosynthesis with 50K atom-mapped reactions and 10 reaction types from USPTO. The task is: Predict the reactants needed to synthesize the given product. (1) Given the product Clc1ccc(OC2CCNCC2)cc1Cl, predict the reactants needed to synthesize it. The reactants are: Fc1ccc(Cl)c(Cl)c1.OC1CCNCC1. (2) Given the product CS(=O)(=O)c1cc(F)c(OC2CCN(C3CCN(C#N)CC3)C2=O)cc1F, predict the reactants needed to synthesize it. The reactants are: CS(=O)(=O)c1cc(F)c(OC2CCN(C3CCNCC3)C2=O)cc1F.N#CBr.